From a dataset of Forward reaction prediction with 1.9M reactions from USPTO patents (1976-2016). Predict the product of the given reaction. (1) Given the reactants C[O:2][C:3](=[O:26])[C:4]1[C:5](=[C:10]([NH:14][C:15]2[CH:20]=[CH:19][C:18]([O:21][CH3:22])=[C:17]([O:23][CH2:24][CH3:25])[CH:16]=2)[CH:11]=[CH:12][CH:13]=1)[C:6]([O:8]C)=[O:7].[OH-].[Na+], predict the reaction product. The product is: [CH2:24]([O:23][C:17]1[CH:16]=[C:15]([NH:14][C:10]2[CH:11]=[CH:12][CH:13]=[C:4]([C:3]([OH:26])=[O:2])[C:5]=2[C:6]([OH:8])=[O:7])[CH:20]=[CH:19][C:18]=1[O:21][CH3:22])[CH3:25]. (2) Given the reactants [Cl:1][C:2]1[CH:7]=[CH:6][N:5]=[C:4]([C:8]2([F:21])[CH2:13][CH2:12][N:11](C(OC(C)(C)C)=O)[CH2:10][CH2:9]2)[CH:3]=1.[ClH:22], predict the reaction product. The product is: [ClH:1].[ClH:22].[Cl:1][C:2]1[CH:7]=[CH:6][N:5]=[C:4]([C:8]2([F:21])[CH2:9][CH2:10][NH:11][CH2:12][CH2:13]2)[CH:3]=1. (3) Given the reactants C([O:8][C:9]1[CH:18]=[C:17]2[C:12]([C:13]([N:20]3[CH2:24][CH2:23][CH2:22][CH2:21]3)=[CH:14][C:15]([CH3:19])=[N:16]2)=[CH:11][C:10]=1[F:25])C1C=CC=CC=1, predict the reaction product. The product is: [F:25][C:10]1[CH:11]=[C:12]2[C:17](=[CH:18][C:9]=1[OH:8])[N:16]=[C:15]([CH3:19])[CH:14]=[C:13]2[N:20]1[CH2:24][CH2:23][CH2:22][CH2:21]1. (4) Given the reactants [NH2:1][C:2]1[CH:9]=[CH:8][CH:7]=[C:6]([O:10][CH:11]([CH2:15][CH2:16][CH3:17])[CH2:12][CH2:13][CH3:14])[C:3]=1[C:4]#[N:5].O=[C:19]([CH3:26])[CH2:20][C:21]([O:23][CH2:24][CH3:25])=[O:22], predict the reaction product. The product is: [CH2:24]([O:23][C:21]([C:20]1[C:19]([CH3:26])=[N:1][C:2]2[C:3]([C:4]=1[NH2:5])=[C:6]([O:10][CH:11]([CH2:15][CH2:16][CH3:17])[CH2:12][CH2:13][CH3:14])[CH:7]=[CH:8][CH:9]=2)=[O:22])[CH3:25]. (5) Given the reactants [CH2:1]([O:3][C:4](=[O:48])[CH2:5][C@@H:6]([C:10]1[CH:47]=[CH:46][C:13]([O:14][CH2:15][C:16]2[CH:45]=[CH:44][C:19]3[S:20][CH:21]=[C:22]([C:23]4[CH:42]=[CH:41][C:26]([CH2:27][CH:28]5[CH2:33][CH2:32][N:31](C(OC(C)(C)C)=O)[CH2:30][CH2:29]5)=[CH:25][C:24]=4[CH3:43])[C:18]=3[CH:17]=2)=[CH:12][CH:11]=1)[C:7]#[C:8][CH3:9])[CH3:2].Cl.O1CCOCC1.C([O-])(O)=O.[Na+], predict the reaction product. The product is: [CH3:43][C:24]1[CH:25]=[C:26]([CH2:27][CH:28]2[CH2:29][CH2:30][NH:31][CH2:32][CH2:33]2)[CH:41]=[CH:42][C:23]=1[C:22]1[C:18]2[CH:17]=[C:16]([CH2:15][O:14][C:13]3[CH:12]=[CH:11][C:10]([C@@H:6]([C:7]#[C:8][CH3:9])[CH2:5][C:4]([O:3][CH2:1][CH3:2])=[O:48])=[CH:47][CH:46]=3)[CH:45]=[CH:44][C:19]=2[S:20][CH:21]=1. (6) Given the reactants [N+:1]([C:4]1[CH:5]=[C:6]([C:12]2[O:13][C:14]3[CH:20]=[CH:19][C:18](Br)=[CH:17][C:15]=3[N:16]=2)[CH:7]=[CH:8][C:9]=1[O:10][CH3:11])([O-:3])=[O:2].[F:22][C:23]([F:35])([F:34])[O:24][C:25]1[CH:30]=[CH:29][C:28](B(O)O)=[CH:27][CH:26]=1, predict the reaction product. The product is: [N+:1]([C:4]1[CH:5]=[C:6]([C:12]2[O:13][C:14]3[CH:20]=[CH:19][C:18]([C:28]4[CH:27]=[CH:26][C:25]([O:24][C:23]([F:22])([F:34])[F:35])=[CH:30][CH:29]=4)=[CH:17][C:15]=3[N:16]=2)[CH:7]=[CH:8][C:9]=1[O:10][CH3:11])([O-:3])=[O:2].